Dataset: Reaction yield outcomes from USPTO patents with 853,638 reactions. Task: Predict the reaction yield, written as a fraction of the theoretical maximum amount of product (1.0 means a 100% yield; for example, 0.34 means a 34% yield). (1) The reactants are COC1C=C(OC)C=CC=1C[N:6]([C:36]1[CH:41]=[CH:40][N:39]=[CH:38][N:37]=1)[S:7]([C:10]1[CH:15]=[C:14]([F:16])[C:13]([O:17][C@H:18]2[CH2:23][CH2:22][CH2:21][CH2:20][C@@H:19]2[C:24]2[CH:25]=[N:26][N:27](C3CCCCO3)[CH:28]=2)=[CH:12][C:11]=1[F:35])(=[O:9])=[O:8].C([SiH](CC)CC)C.FC(F)(F)C(O)=O.ClCCl. The catalyst is CO. The product is [F:35][C:11]1[CH:12]=[C:13]([O:17][C@H:18]2[CH2:23][CH2:22][CH2:21][CH2:20][C@@H:19]2[C:24]2[CH:25]=[N:26][NH:27][CH:28]=2)[C:14]([F:16])=[CH:15][C:10]=1[S:7]([NH:6][C:36]1[CH:41]=[CH:40][N:39]=[CH:38][N:37]=1)(=[O:8])=[O:9]. The yield is 0.550. (2) The product is [Cl:21][C:7]1[N:6]2[N:9]=[C:10]([C:12]3[CH:17]=[CH:16][CH:15]=[CH:14][CH:13]=3)[CH:11]=[C:5]2[N:4]=[C:3]([CH3:18])[C:2]=1[F:1]. The catalyst is ClCCl. The reactants are [F:1][C:2]1[C:3]([CH3:18])=[N:4][C:5]2[N:6]([N:9]=[C:10]([C:12]3[CH:17]=[CH:16][CH:15]=[CH:14][CH:13]=3)[CH:11]=2)[C:7]=1O.O=P(Cl)(Cl)[Cl:21]. The yield is 0.890. (3) The reactants are [NH2:1][C:2]1[S:3][CH:4]=[C:5]([CH2:7][C:8]([OH:10])=[O:9])[N:6]=1.[C:11]1([CH3:20])[C:12]([N:17]=[C:18]=[O:19])=[CH:13][CH:14]=[CH:15][CH:16]=1. The catalyst is CC(C)=O. The product is [C:11]1([CH3:20])[CH:16]=[CH:15][CH:14]=[CH:13][C:12]=1[NH:17][C:18](=[O:19])[NH:1][C:2]1[S:3][CH:4]=[C:5]([CH2:7][C:8]([OH:10])=[O:9])[N:6]=1. The yield is 0.660. (4) The reactants are [CH3:1][C:2]1[O:6][C:5]([CH2:7][CH2:8][C@@:9]2([C:33]3[CH:38]=[CH:37][CH:36]=[CH:35][CH:34]=3)[O:14][C:13](=[O:15])[N:12]([C@H:16]([C:18]3[CH:23]=[CH:22][C:21](B4OC(C)(C)C(C)(C)O4)=[CH:20][CH:19]=3)[CH3:17])[CH2:11][CH2:10]2)=[N:4][N:3]=1.I[C:40]1[CH:45]=[CH:44][N:43]([CH3:46])[C:42](=[O:47])[CH:41]=1.C([O-])([O-])=O.[Cs+].[Cs+]. The catalyst is O1CCOCC1. The product is [CH3:1][C:2]1[O:6][C:5]([CH2:7][CH2:8][C@@:9]2([C:33]3[CH:38]=[CH:37][CH:36]=[CH:35][CH:34]=3)[O:14][C:13](=[O:15])[N:12]([C@H:16]([C:18]3[CH:19]=[CH:20][C:21]([C:40]4[CH:45]=[CH:44][N:43]([CH3:46])[C:42](=[O:47])[CH:41]=4)=[CH:22][CH:23]=3)[CH3:17])[CH2:11][CH2:10]2)=[N:4][N:3]=1. The yield is 0.418. (5) The reactants are [I:1][C:2]1[C:3]([O:22][CH3:23])=[CH:4][C:5]([CH:19]([CH3:21])[CH3:20])=[C:6]([O:8]S(C2C=CC(C)=CC=2)(=O)=O)[CH:7]=1.[OH-].[K+].Cl.CCCCCC. The catalyst is C(O)(C)(C)C.O. The product is [I:1][C:2]1[C:3]([O:22][CH3:23])=[CH:4][C:5]([CH:19]([CH3:21])[CH3:20])=[C:6]([OH:8])[CH:7]=1. The yield is 0.820.